Dataset: Full USPTO retrosynthesis dataset with 1.9M reactions from patents (1976-2016). Task: Predict the reactants needed to synthesize the given product. Given the product [N+:1]([C:4]1[CH:18]=[CH:17][C:7]([C:8]([O:10][CH2:11][CH:12]2[CH2:40][CH:38]([OH:39])[CH:37]([OH:23])[CH2:13]2)=[O:9])=[CH:6][CH:5]=1)([O-:3])=[O:2], predict the reactants needed to synthesize it. The reactants are: [N+:1]([C:4]1[CH:18]=[CH:17][C:7]([C:8]([O:10][CH2:11][CH:12]2CC=C[CH2:13]2)=[O:9])=[CH:6][CH:5]=1)([O-:3])=[O:2].C[N+]1([O-])CC[O:23]CC1.C(O)CCC.S(=O)(O)[O-].[Na+].[CH3:37][C:38]([CH3:40])=[O:39].